Dataset: Peptide-MHC class II binding affinity with 134,281 pairs from IEDB. Task: Regression. Given a peptide amino acid sequence and an MHC pseudo amino acid sequence, predict their binding affinity value. This is MHC class II binding data. (1) The binding affinity (normalized) is 0.639. The MHC is DRB1_0101 with pseudo-sequence DRB1_0101. The peptide sequence is KYTATISGLKPGVDY. (2) The peptide sequence is AKPDGKTDCTKEVEE. The MHC is DRB1_1101 with pseudo-sequence DRB1_1101. The binding affinity (normalized) is 0.135. (3) The peptide sequence is PEKEVLMWKFDSRLAFHH. The MHC is DRB3_0101 with pseudo-sequence DRB3_0101. The binding affinity (normalized) is 0.747.